This data is from Forward reaction prediction with 1.9M reactions from USPTO patents (1976-2016). The task is: Predict the product of the given reaction. (1) Given the reactants C[O:2][C:3](=O)[CH2:4][N:5]1[CH:10]=[C:9]([C:11]2[CH:16]=[C:15]([NH:17][CH2:18][CH2:19][C:20]3[C:25]([F:26])=[CH:24][CH:23]=[CH:22][C:21]=3[Cl:27])[N:14]=[C:13]([O:28][CH3:29])[N:12]=2)[CH:8]=[CH:7][C:6]1=[O:30].O.[NH2:33][NH2:34], predict the reaction product. The product is: [Cl:27][C:21]1[CH:22]=[CH:23][CH:24]=[C:25]([F:26])[C:20]=1[CH2:19][CH2:18][NH:17][C:15]1[N:14]=[C:13]([O:28][CH3:29])[N:12]=[C:11]([C:9]2[CH:8]=[CH:7][C:6](=[O:30])[N:5]([CH2:4][C:3]([NH:33][NH2:34])=[O:2])[CH:10]=2)[CH:16]=1. (2) Given the reactants [CH3:1][O:2][C:3]1[CH:4]=[C:5]([CH2:11][CH2:12][NH2:13])[CH:6]=[CH:7][C:8]=1[O:9][CH3:10].C[O:15][C:16](=O)[CH2:17][C:18]([CH:20]1[CH2:22][CH2:21]1)=[O:19].COC1C=C(CCNC(=O)CC(=O)CC)C=CC=1OC, predict the reaction product. The product is: [CH:20]1([C:18](=[O:19])[CH2:17][C:16]([NH:13][CH2:12][CH2:11][C:5]2[CH:6]=[CH:7][C:8]([O:9][CH3:10])=[C:3]([O:2][CH3:1])[CH:4]=2)=[O:15])[CH2:22][CH2:21]1. (3) The product is: [OH-:1].[NH4+:11].[CH2:23]([NH:11][C:10]1[CH:9]=[CH:8][CH:14]=[CH:13][CH:12]=1)[C:22]1[CH:25]=[CH:26][CH:27]=[CH:20][CH:21]=1. Given the reactants [O:1]([C:8]1[CH:9]=[C:10]([CH:12]=[CH:13][CH:14]=1)[NH2:11])C1C=CC=CC=1.[H-].[Na+].FC(F)(F)O[C:20]1[CH:21]=[C:22]([CH:25]=[CH:26][CH:27]=1)[CH2:23]Br, predict the reaction product. (4) Given the reactants [C:1]1([C:7]2[C:16]([NH:17]C(=O)OC(C)(C)C)=[CH:15][CH:14]=[C:13]3[C:8]=2[CH:9]=[CH:10][CH:11]=[N:12]3)[CH:6]=[CH:5][CH:4]=[CH:3][CH:2]=1.N, predict the reaction product. The product is: [C:1]1([C:7]2[C:16]([NH2:17])=[CH:15][CH:14]=[C:13]3[C:8]=2[CH:9]=[CH:10][CH:11]=[N:12]3)[CH:2]=[CH:3][CH:4]=[CH:5][CH:6]=1. (5) The product is: [C:1]([C:5]1[CH:39]=[CH:38][C:8]([C:9]([N:11]2[C@@H:15]([C:16]3[S:17][CH:18]=[CH:19][CH:20]=3)[C@@H:14]([C:21]3[CH:26]=[N:25][CH:24]=[CH:23][N:22]=3)[CH2:13][C@@:12]2([CH2:34][CH:35]([CH3:36])[CH3:37])[C:27]([OH:29])=[O:28])=[O:10])=[CH:7][C:6]=1[O:40][CH3:41])([CH3:3])([CH3:4])[CH3:2]. Given the reactants [C:1]([C:5]1[CH:39]=[CH:38][C:8]([C:9]([N:11]2[C@@H:15]([C:16]3[S:17][CH:18]=[CH:19][CH:20]=3)[C@@H:14]([C:21]3[CH:26]=[N:25][CH:24]=[CH:23][N:22]=3)[CH2:13][C@@:12]2([CH2:34][CH:35]([CH3:37])[CH3:36])[C:27]([O:29]C(C)(C)C)=[O:28])=[O:10])=[CH:7][C:6]=1[O:40][CH3:41])([CH3:4])([CH3:3])[CH3:2].C(O)(C(F)(F)F)=O, predict the reaction product. (6) Given the reactants [Cl:1][C:2]1[CH:19]=[C:18]([Cl:20])[CH:17]=[CH:16][C:3]=1[CH2:4][N:5]1[C:9]([CH3:10])=[CH:8][CH:7]=[C:6]1/[CH:11]=[CH:12]/[C:13]([OH:15])=O.C(N1C=CN=C1)(N1C=CN=C1)=O.[CH2:33]([S:38]([NH2:41])(=[O:40])=[O:39])[CH2:34][CH2:35][CH2:36][CH3:37].N12CCCN=C1CCCCC2.Cl, predict the reaction product. The product is: [Cl:1][C:2]1[CH:19]=[C:18]([Cl:20])[CH:17]=[CH:16][C:3]=1[CH2:4][N:5]1[C:9]([CH3:10])=[CH:8][CH:7]=[C:6]1/[CH:11]=[CH:12]/[C:13]([NH:41][S:38]([CH2:33][CH2:34][CH2:35][CH2:36][CH3:37])(=[O:40])=[O:39])=[O:15].